This data is from Catalyst prediction with 721,799 reactions and 888 catalyst types from USPTO. The task is: Predict which catalyst facilitates the given reaction. (1) Reactant: [F:1][C:2]1[CH:7]=[CH:6][C:5]([O:8][C:9](=[O:25])[N:10]([CH2:23][CH3:24])[C@H:11]2[C@H:15]([C:16]3[CH:21]=[CH:20][C:19]([F:22])=[CH:18][CH:17]=3)[CH2:14][NH:13][CH2:12]2)=[CH:4][CH:3]=1.CN(C(ON1N=NC2C=CC=NC1=2)=[N+](C)C)C.F[P-](F)(F)(F)(F)F.CCN(C(C)C)C(C)C.[C:59]([C:61]1[CH:62]=[CH:63][C:64]([N:67]2[CH2:72][CH2:71][CH:70]([C:73](O)=[O:74])[CH2:69][CH2:68]2)=[N:65][CH:66]=1)#[N:60]. Product: [F:1][C:2]1[CH:7]=[CH:6][C:5]([O:8][C:9](=[O:25])[N:10]([C@H:11]2[C@H:15]([C:16]3[CH:21]=[CH:20][C:19]([F:22])=[CH:18][CH:17]=3)[CH2:14][N:13]([C:73]([CH:70]3[CH2:69][CH2:68][N:67]([C:64]4[CH:63]=[CH:62][C:61]([C:59]#[N:60])=[CH:66][N:65]=4)[CH2:72][CH2:71]3)=[O:74])[CH2:12]2)[CH2:23][CH3:24])=[CH:4][CH:3]=1. The catalyst class is: 3. (2) Product: [CH3:13][O:14][C:15]1[CH:16]=[C:17]([CH:24]=[CH:25][C:26]=1[O:27][CH3:28])[CH2:18][O:19][CH2:20][C:21]([N:31]([O:32][CH3:33])[CH3:30])=[O:23]. Reactant: C(N1C=CN=C1)(N1C=CN=C1)=O.[CH3:13][O:14][C:15]1[CH:16]=[C:17]([CH:24]=[CH:25][C:26]=1[O:27][CH3:28])[CH2:18][O:19][CH2:20][C:21]([OH:23])=O.[Cl-].[CH3:30][NH2+:31][O:32][CH3:33].Cl. The catalyst class is: 4. (3) Reactant: [F:1][C:2]1[CH:7]=[C:6]([O:8][CH2:9][CH2:10][C@@H:11]2[CH2:13][C@@H:12]2[CH:14]2[CH2:19][CH2:18][N:17]([C:20]3[N:25]=[CH:24][C:23]([O:26][CH3:27])=[CH:22][N:21]=3)[CH2:16][CH2:15]2)[CH:5]=[C:4]([F:28])[C:3]=1[CH2:29][C:30]([O:32]C(C)(C)C)=[O:31].Cl. Product: [F:1][C:2]1[CH:7]=[C:6]([O:8][CH2:9][CH2:10][C@@H:11]2[CH2:13][C@@H:12]2[CH:14]2[CH2:19][CH2:18][N:17]([C:20]3[N:21]=[CH:22][C:23]([O:26][CH3:27])=[CH:24][N:25]=3)[CH2:16][CH2:15]2)[CH:5]=[C:4]([F:28])[C:3]=1[CH2:29][C:30]([OH:32])=[O:31]. The catalyst class is: 2. (4) Reactant: [CH3:1][CH:2]([N:4]1[C:8]([C:9]([NH:11][C:12]2[C:13]3[C:17]([CH:18]=[C:19](B4OC(C)(C)CC(C)(C)O4)[CH:20]=2)=[N:16][N:15](C2CCCCO2)[CH:14]=3)=[O:10])=[CH:7][CH:6]=[N:5]1)[CH3:3].P([O-])([O-])([O-])=O.[K+].[K+].[K+].Br[C:46]1[CH:54]=[CH:53][CH:52]=[C:51]2[C:47]=1[CH2:48][C:49](=[O:55])[NH:50]2.O1CCOCC1. Product: [CH3:3][CH:2]([N:4]1[C:8]([C:9]([NH:11][C:12]2[CH:20]=[C:19]([C:46]3[CH:54]=[CH:53][CH:52]=[C:51]4[C:47]=3[CH2:48][C:49](=[O:55])[NH:50]4)[CH:18]=[C:17]3[C:13]=2[CH:14]=[N:15][NH:16]3)=[O:10])=[CH:7][CH:6]=[N:5]1)[CH3:1]. The catalyst class is: 6. (5) Reactant: Br[CH2:2][CH2:3][CH:4]([CH3:6])[CH3:5].[CH3:7][O:8][C:9](=[O:25])[C@H:10]([CH2:19][C:20]1[N:24]=[CH:23][NH:22][CH:21]=1)[NH:11][C:12]([O:14][C:15]([CH3:18])([CH3:17])[CH3:16])=[O:13].C(=O)([O-])[O-].[Na+].[Na+]. Product: [C:15]([O:14][C:12]([NH:11][C@@H:10]([CH2:19][C:20]1[N:24]=[CH:23][N:22]([CH2:2][CH2:3][CH:4]([CH3:6])[CH3:5])[CH:21]=1)[C:9]([O:8][CH3:7])=[O:25])=[O:13])([CH3:18])([CH3:16])[CH3:17]. The catalyst class is: 10. (6) Reactant: [OH:1][C:2]1[CH:9]=[CH:8][C:5]([CH:6]=[O:7])=[CH:4][CH:3]=1.[H-].[Na+].COS(=O)O[CH2:16][CH2:17][NH:18][C:19]1[O:20][C:21]2[CH:27]=[CH:26][CH:25]=[CH:24][C:22]=2[N:23]=1. Product: [O:20]1[C:21]2[CH:27]=[CH:26][CH:25]=[CH:24][C:22]=2[N:23]=[C:19]1[NH:18][CH2:17][CH2:16][O:1][C:2]1[CH:9]=[CH:8][C:5]([CH:6]=[O:7])=[CH:4][CH:3]=1. The catalyst class is: 3. (7) Reactant: C1([C:7]2([C:17](O)=[O:18])[CH:16]=[CH:15][C:14]3[C:9](=[CH:10][CH:11]=[CH:12][CH:13]=3)N2)C=CC=CC=1.C(N(CC)CC)C.F[P-](F)(F)(F)(F)F.[N:34]1(O[P+](N(C)C)(N(C)C)N(C)C)[C:38]2[CH:39]=[CH:40][CH:41]=[CH:42][C:37]=2N=N1.[NH2:54][C:55]([C:61]1[CH:66]=[CH:65][CH:64]=[CH:63][CH:62]=1)([CH2:59][CH3:60])[C:56]([NH2:58])=[O:57]. Product: [C:56]([C:55]([NH:54][C:17]([C:7]1[C:37]2[C:38](=[CH:39][CH:40]=[CH:41][CH:42]=2)[N:34]=[C:15]([C:14]2[CH:9]=[CH:10][CH:11]=[CH:12][CH:13]=2)[CH:16]=1)=[O:18])([C:61]1[CH:66]=[CH:65][CH:64]=[CH:63][CH:62]=1)[CH2:59][CH3:60])(=[O:57])[NH2:58]. The catalyst class is: 2.